Dataset: Forward reaction prediction with 1.9M reactions from USPTO patents (1976-2016). Task: Predict the product of the given reaction. (1) Given the reactants Cl.[CH3:2][C:3]1[C:11]2[CH2:10][O:9][C:8](=[O:12])[C:7]=2[CH:6]=[CH:5][C:4]=1[CH2:13][CH2:14][N:15]1[CH2:20][CH2:19][NH:18][CH2:17][CH2:16]1.[CH3:21][O:22][C:23]1[CH:30]=[C:29]([C:31]([CH3:35])([CH3:34])[CH:32]=O)[CH:28]=[CH:27][C:24]=1[C:25]#[N:26], predict the reaction product. The product is: [CH3:35][C:31]([C:29]1[CH:28]=[CH:27][C:24]([C:25]#[N:26])=[C:23]([O:22][CH3:21])[CH:30]=1)([CH3:32])[CH2:34][N:18]1[CH2:19][CH2:20][N:15]([CH2:14][CH2:13][C:4]2[C:3]([CH3:2])=[C:11]3[C:7](=[CH:6][CH:5]=2)[C:8](=[O:12])[O:9][CH2:10]3)[CH2:16][CH2:17]1. (2) Given the reactants [CH2:1]([C:3]1[C:4](=[O:11])[CH:5]=[CH:6][C:7](=[N:9]O)[CH:8]=1)[CH3:2], predict the reaction product. The product is: [NH2:9][C:7]1[CH:6]=[CH:5][C:4]([OH:11])=[C:3]([CH2:1][CH3:2])[CH:8]=1. (3) Given the reactants [O:1]1[C:6]2[CH:7]=[CH:8][CH:9]=[CH:10][C:5]=2[O:4][CH2:3][CH:2]1[CH2:11][N:12]1[CH2:16][CH2:15][CH:14]([CH2:17][OH:18])[CH2:13]1.[Br-].C([NH3+])(C)(C)C.[C:25]([O:29]C(=O)CBr)(C)(C)[CH3:26].[H-].[H-].[H-].[H-].[Li+].[Al+3], predict the reaction product. The product is: [O:1]1[C:6]2[CH:7]=[CH:8][CH:9]=[CH:10][C:5]=2[O:4][CH2:3][CH:2]1[CH2:11][N:12]1[CH2:16][CH2:15][CH:14]([CH2:17][O:18][CH2:26][CH2:25][OH:29])[CH2:13]1.